Predict the reaction yield, written as a fraction of the theoretical maximum amount of product (1.0 means a 100% yield; for example, 0.34 means a 34% yield). From a dataset of Reaction yield outcomes from USPTO patents with 853,638 reactions. (1) No catalyst specified. The reactants are C([SiH](CC)CC)C.O[C:9]1([C:29]2[C:30]([OH:40])=[CH:31][C:32]3[O:37][CH2:36][CH2:35][N:34]([CH3:38])[C:33]=3[CH:39]=2)[C:17]2[C:12](=[CH:13][CH:14]=[CH:15][CH:16]=2)[N:11]([CH2:18][C:19]2[O:20][C:21]([C:24]([F:27])([F:26])[F:25])=[CH:22][CH:23]=2)[C:10]1=[O:28].[F:41][C:42]([F:47])([F:46])[C:43]([OH:45])=[O:44]. The yield is 0.900. The product is [F:41][C:42]([F:47])([F:46])[C:43]([OH:45])=[O:44].[OH:40][C:30]1[C:29]([CH:9]2[C:17]3[C:12](=[CH:13][CH:14]=[CH:15][CH:16]=3)[N:11]([CH2:18][C:19]3[O:20][C:21]([C:24]([F:27])([F:26])[F:25])=[CH:22][CH:23]=3)[C:10]2=[O:28])=[CH:39][C:33]2[N:34]([CH3:38])[CH2:35][CH2:36][O:37][C:32]=2[CH:31]=1. (2) No catalyst specified. The product is [Cl:13][C:9]1[CH:8]=[CH:7][N:6]=[C:5]2[NH:1][CH:2]=[CH:3][C:4]=12. The yield is 0.420. The reactants are [NH:1]1[C:5]2=[N+:6]([O-])[CH:7]=[CH:8][CH:9]=[C:4]2[CH:3]=[CH:2]1.P(Cl)(Cl)([Cl:13])=O. (3) The product is [Cl:1][C:2]1[CH:3]=[C:4]([C:9]2[CH:10]=[C:11]3[C:16]4=[C:17]([C@H:19]5[CH2:24][NH:23][CH2:22][CH2:21][C@H:20]5[N:15]4[CH2:14][CH2:13][CH2:12]3)[CH:18]=2)[CH:5]=[CH:6][C:7]=1[Cl:8]. The yield is 1.00. The reactants are [Cl:1][C:2]1[CH:3]=[C:4]([C:9]2[CH:10]=[C:11]3[C:16]4=[C:17]([C@H:19]5[CH2:24][N:23](C(OC(C)(C)C)=O)[CH2:22][CH2:21][C@H:20]5[N:15]4[CH2:14][CH2:13][CH2:12]3)[CH:18]=2)[CH:5]=[CH:6][C:7]=1[Cl:8].N. No catalyst specified. (4) The reactants are [Cl:1][C:2]1[C:7]([Cl:8])=[CH:6][C:5]([NH2:9])=[C:4]([NH2:10])[CH:3]=1.[C:11]([N:15]=[C:16]=S)([CH3:14])([CH3:13])[CH3:12].C1(N=C=NCCN2CCOCC2)CCCCC1.C1(C)C=CC(S([O-])(=O)=O)=CC=1. The catalyst is N1C=CC=CC=1. The product is [C:11]([NH:15][C:16]1[NH:9][C:5]2[CH:6]=[C:7]([Cl:8])[C:2]([Cl:1])=[CH:3][C:4]=2[N:10]=1)([CH3:14])([CH3:13])[CH3:12]. The yield is 0.270. (5) The reactants are [Cl:1][C:2]1[C:7]([O:8][CH3:9])=[CH:6][C:5](/[CH:10]=[CH:11]/[C:12]([OH:14])=O)=[C:4]([S:15](=[O:20])(=[O:19])[N:16]([CH3:18])[CH3:17])[CH:3]=1.[F:21][C:22]1[CH:37]=[CH:36][C:25]([CH2:26][N:27]2[CH2:34][CH:33]3[NH:35][CH:29]([CH2:30][O:31][CH2:32]3)[CH2:28]2)=[CH:24][CH:23]=1. No catalyst specified. The product is [Cl:1][C:2]1[C:7]([O:8][CH3:9])=[CH:6][C:5](/[CH:10]=[CH:11]/[C:12]([N:35]2[CH:29]3[CH2:28][N:27]([CH2:26][C:25]4[CH:36]=[CH:37][C:22]([F:21])=[CH:23][CH:24]=4)[CH2:34][CH:33]2[CH2:32][O:31][CH2:30]3)=[O:14])=[C:4]([S:15]([N:16]([CH3:18])[CH3:17])(=[O:20])=[O:19])[CH:3]=1. The yield is 0.670. (6) The reactants are CC(C)([O-])C.[K+].O1CCCC1.[C:12]([CH2:14]P(=O)(OCC)OCC)#[N:13].[CH3:23][C:24]1([CH3:40])[N:28]([C:29]([O:31][C:32]([CH3:35])([CH3:34])[CH3:33])=[O:30])[C@@H:27]([CH2:36][CH2:37][CH:38]=O)[CH2:26][O:25]1. The catalyst is O. The product is [C:12]([CH:14]=[CH:38][CH2:37][CH2:36][C@H:27]1[CH2:26][O:25][C:24]([CH3:40])([CH3:23])[N:28]1[C:29]([O:31][C:32]([CH3:35])([CH3:34])[CH3:33])=[O:30])#[N:13]. The yield is 0.708. (7) The catalyst is CN(C)C=O.O. The yield is 0.320. The reactants are [N:1]1[CH:6]=[CH:5][CH:4]=[CH:3][C:2]=1[N:7]1[CH2:12][CH2:11][NH:10][CH2:9][CH2:8]1.[CH2:13]([NH:20][C:21](=[O:24])[CH2:22]Cl)[C:14]1[CH:19]=[CH:18][CH:17]=[CH:16][CH:15]=1.C(=O)([O-])[O-].[Na+].[Na+]. The product is [CH2:13]([NH:20][C:21](=[O:24])[CH2:22][N:10]1[CH2:9][CH2:8][N:7]([C:2]2[CH:3]=[CH:4][CH:5]=[CH:6][N:1]=2)[CH2:12][CH2:11]1)[C:14]1[CH:19]=[CH:18][CH:17]=[CH:16][CH:15]=1.